This data is from Full USPTO retrosynthesis dataset with 1.9M reactions from patents (1976-2016). The task is: Predict the reactants needed to synthesize the given product. (1) Given the product [CH2:8]([C:16]1[CH:28]=[CH:27][C:19]([C:20]([OH:22])=[O:21])=[C:18]([NH:29][C:30]([C:32]2[CH:33]=[N:34][C:35]([N:38]3[CH:42]=[CH:41][CH:40]=[CH:39]3)=[CH:36][CH:37]=2)=[O:31])[CH:17]=1)[CH2:9][C:10]1[CH:15]=[CH:14][CH:13]=[CH:12][CH:11]=1, predict the reactants needed to synthesize it. The reactants are: FC(F)(F)C(O)=O.[CH2:8]([C:16]1[CH:28]=[CH:27][C:19]([C:20]([O:22]C(C)(C)C)=[O:21])=[C:18]([NH:29][C:30]([C:32]2[CH:33]=[N:34][C:35]([N:38]3[CH:42]=[CH:41][CH:40]=[CH:39]3)=[CH:36][CH:37]=2)=[O:31])[CH:17]=1)[CH2:9][C:10]1[CH:15]=[CH:14][CH:13]=[CH:12][CH:11]=1. (2) Given the product [CH2:12]([O:11][C:9](=[O:10])[C:7]1[CH:8]=[C:3]([C:1]#[N:2])[C:4]([N:16]2[CH2:21][CH2:20][CH:19]([C:22](=[O:24])[NH:36][S:33]([CH2:32][C:28]3[CH:29]=[CH:30][CH:31]=[C:26]([F:25])[CH:27]=3)(=[O:35])=[O:34])[CH2:18][CH2:17]2)=[N:5][C:6]=1[O:14][CH3:15])[CH3:13], predict the reactants needed to synthesize it. The reactants are: [C:1]([C:3]1[C:4]([N:16]2[CH2:21][CH2:20][CH:19]([C:22]([OH:24])=O)[CH2:18][CH2:17]2)=[N:5][C:6]([O:14][CH3:15])=[C:7]([C:9]([O:11][CH2:12][CH3:13])=[O:10])[CH:8]=1)#[N:2].[F:25][C:26]1[CH:27]=[C:28]([CH2:32][S:33]([NH2:36])(=[O:35])=[O:34])[CH:29]=[CH:30][CH:31]=1.